Dataset: Catalyst prediction with 721,799 reactions and 888 catalyst types from USPTO. Task: Predict which catalyst facilitates the given reaction. (1) Reactant: CS[C:3]1[NH:8][C:7](=[O:9])[CH:6]=[C:5]([CH2:10][CH2:11][CH3:12])[N:4]=1.[NH2:13][C:14]1[CH:15]=[C:16]([CH:19]=[CH:20][CH:21]=1)[C:17]#[N:18]. Product: [O:9]=[C:7]1[NH:8][C:3]([NH:13][C:14]2[CH:15]=[C:16]([CH:19]=[CH:20][CH:21]=2)[C:17]#[N:18])=[N:4][C:5]([CH2:10][CH2:11][CH3:12])=[CH:6]1. The catalyst class is: 8. (2) Reactant: Br[C:2]1[CH:10]=[CH:9][CH:8]=[C:7]2[C:3]=1[CH2:4][CH:5]([CH3:13])[CH:6]2[O:11][CH3:12].[Li]CCCC.[CH2:19]1[O:21][CH2:20]1.O. Product: [CH3:12][O:11][CH:6]1[C:7]2[C:3](=[C:2]([CH2:19][CH2:20][OH:21])[CH:10]=[CH:9][CH:8]=2)[CH2:4][CH:5]1[CH3:13]. The catalyst class is: 1. (3) Reactant: [NH2:1][C:2]1[C:15]2[C:14](=[O:16])[C:13]([C:17]#[N:18])=[CH:12][N:7]3[C@@H:8]([CH3:11])[CH2:9][O:10][C:5]([C:6]=23)=[C:4](F)[C:3]=1[F:20].[N:21]1[CH:26]=[CH:25][CH:24]=[CH:23][C:22]=1[C@H:27]1[CH2:31][CH2:30][C@H:29]([NH2:32])[CH2:28]1.C(N(CC)CC)C. Product: [NH2:1][C:2]1[C:15]2[C:14](=[O:16])[C:13]([C:17]#[N:18])=[CH:12][N:7]3[C@@H:8]([CH3:11])[CH2:9][O:10][C:5]([C:6]=23)=[C:4]([NH:32][C@H:29]2[CH2:30][CH2:31][C@H:27]([C:22]3[CH:23]=[CH:24][CH:25]=[CH:26][N:21]=3)[CH2:28]2)[C:3]=1[F:20]. The catalyst class is: 16. (4) Reactant: [F:1][C:2]1[CH:25]=[CH:24][CH:23]=[CH:22][C:3]=1[CH2:4][C:5]1([O:20][CH3:21])[CH2:10][CH2:9][N:8]([C:11]2[CH:19]=[CH:18][C:14]([C:15]([NH2:17])=O)=[CH:13][CH:12]=2)[CH2:7][CH2:6]1.CN(C=O)C.C(Cl)(=O)C(Cl)=O.N1C=CC=CC=1. Product: [F:1][C:2]1[CH:25]=[CH:24][CH:23]=[CH:22][C:3]=1[CH2:4][C:5]1([O:20][CH3:21])[CH2:10][CH2:9][N:8]([C:11]2[CH:19]=[CH:18][C:14]([C:15]#[N:17])=[CH:13][CH:12]=2)[CH2:7][CH2:6]1. The catalyst class is: 10. (5) Reactant: [NH2:1][CH2:2][CH2:3][CH2:4][CH2:5][CH2:6][OH:7].[Cl:8][C:9]1[C:14]([N+:15]([O-:17])=[O:16])=[C:13](Cl)[C:12]([CH3:19])=[C:11]([CH3:20])[N:10]=1. Product: [Cl:8][C:9]1[C:14]([N+:15]([O-:17])=[O:16])=[C:13]([NH:1][CH2:2][CH2:3][CH2:4][CH2:5][CH2:6][OH:7])[C:12]([CH3:19])=[C:11]([CH3:20])[N:10]=1. The catalyst class is: 9. (6) Reactant: [CH3:1][O:2][C:3](=[O:21])[CH2:4][CH2:5][C:6]1[C:14]2[C:9](=[CH:10][CH:11]=[C:12]([C:15]3[CH:20]=[CH:19][CH:18]=[CH:17][CH:16]=3)[CH:13]=2)[NH:8][CH:7]=1.CCN(P1(N(C)CCCN1C)=NC(C)(C)C)CC.[F:40][C:41]([F:60])([F:59])[C:42]1[CH:58]=[CH:57][C:45]([O:46][C:47]2[CH:52]=[CH:51][C:50]([S:53](Cl)(=[O:55])=[O:54])=[CH:49][CH:48]=2)=[CH:44][CH:43]=1. Product: [CH3:1][O:2][C:3](=[O:21])[CH2:4][CH2:5][C:6]1[C:14]2[C:9](=[CH:10][CH:11]=[C:12]([C:15]3[CH:16]=[CH:17][CH:18]=[CH:19][CH:20]=3)[CH:13]=2)[N:8]([S:53]([C:50]2[CH:49]=[CH:48][C:47]([O:46][C:45]3[CH:57]=[CH:58][C:42]([C:41]([F:40])([F:59])[F:60])=[CH:43][CH:44]=3)=[CH:52][CH:51]=2)(=[O:55])=[O:54])[CH:7]=1. The catalyst class is: 7. (7) Reactant: [Cl:1][C:2]1[CH:7]=[CH:6][C:5]([C:8]2([C:11]([O:13]C)=[O:12])[CH2:10][O:9]2)=[CH:4][CH:3]=1.[CH:15]([NH2:18])([CH3:17])[CH3:16].[CH3:19][C:20]([O:23][C:24](O[C:24]([O:23][C:20]([CH3:22])([CH3:21])[CH3:19])=[O:25])=[O:25])([CH3:22])[CH3:21]. Product: [C:20]([O:23][C:24]([N:18]([CH:15]([CH3:17])[CH3:16])[CH2:10][C:8]([C:5]1[CH:4]=[CH:3][C:2]([Cl:1])=[CH:7][CH:6]=1)([OH:9])[C:11]([OH:13])=[O:12])=[O:25])([CH3:22])([CH3:21])[CH3:19]. The catalyst class is: 8. (8) Reactant: C(N(CC=C)CC(O)=O)(O[C:4](C)([CH3:6])[CH3:5])=O.[C:16](=[O:19])([O-])[O-:17].[Na+].[Na+].C(O[C:25]([N:27]1[C:31](=[O:32])[C:30]2=[CH:33][CH:34]=[CH:35][CH:36]=[C:29]2[C:28]1=[O:37])=O)C. Product: [O:32]=[C:31]1[C:30]2[C:29](=[CH:36][CH:35]=[CH:34][CH:33]=2)[C:28](=[O:37])[N:27]1[CH:25]([CH2:6][CH:4]=[CH2:5])[C:16]([OH:17])=[O:19]. The catalyst class is: 6.